From a dataset of Forward reaction prediction with 1.9M reactions from USPTO patents (1976-2016). Predict the product of the given reaction. (1) Given the reactants [Cl:1][C:2]1[CH:7]=[C:6]([Cl:8])[C:5]([F:9])=[CH:4][C:3]=1[CH:10]([C:22]1[CH:27]=[CH:26][CH:25]=[CH:24][CH:23]=1)[NH:11][C:12](=[O:21])[CH2:13][C:14]1[CH:19]=[CH:18][C:17]([OH:20])=[CH:16][CH:15]=1.Cl[CH2:29][C:30]1[C:31]([CH3:36])=[N:32][CH:33]=[CH:34][CH:35]=1, predict the reaction product. The product is: [Cl:1][C:2]1[CH:7]=[C:6]([Cl:8])[C:5]([F:9])=[CH:4][C:3]=1[CH:10]([C:22]1[CH:27]=[CH:26][CH:25]=[CH:24][CH:23]=1)[NH:11][C:12](=[O:21])[CH2:13][C:14]1[CH:15]=[CH:16][C:17]([O:20][CH2:29][C:30]2[C:31]([CH3:36])=[N:32][CH:33]=[CH:34][CH:35]=2)=[CH:18][CH:19]=1. (2) Given the reactants [Br:1][C:2]1[CH:7]=[CH:6][C:5]([N+:8]([O-:10])=[O:9])=[C:4](F)[CH:3]=1.[NH2:12][CH2:13][C:14]1([C:17]([O:19][CH2:20][CH3:21])=[O:18])[CH2:16][CH2:15]1.C(=O)([O-])[O-].[K+].[K+], predict the reaction product. The product is: [Br:1][C:2]1[CH:7]=[CH:6][C:5]([N+:8]([O-:10])=[O:9])=[C:4]([NH:12][CH2:13][C:14]2([C:17]([O:19][CH2:20][CH3:21])=[O:18])[CH2:16][CH2:15]2)[CH:3]=1. (3) Given the reactants C1C=C[NH+]=CC=1.[O-][Cr](Cl)(=O)=O.[CH2:12]([O:22][C:23]1[CH:24]=[C:25]([CH2:31][C:32]#[N:33])[CH:26]=[C:27]([CH2:29][OH:30])[CH:28]=1)[CH2:13][CH2:14][CH2:15][CH2:16][CH2:17][CH2:18][CH2:19][CH2:20][CH3:21].CCOC(C)=O, predict the reaction product. The product is: [CH2:12]([O:22][C:23]1[CH:24]=[C:25]([CH2:31][C:32]#[N:33])[CH:26]=[C:27]([CH:29]=[O:30])[CH:28]=1)[CH2:13][CH2:14][CH2:15][CH2:16][CH2:17][CH2:18][CH2:19][CH2:20][CH3:21]. (4) Given the reactants [NH2:1][C:2]1[C:7]([CH:8]=O)=[CH:6][CH:5]=[CH:4][N:3]=1.Br.Br[CH2:12][C:13]([C:15]1[CH:20]=[CH:19][CH:18]=[CH:17][N:16]=1)=O.[OH-:21].[Na+].Cl, predict the reaction product. The product is: [N:16]1[CH:17]=[CH:18][CH:19]=[CH:20][C:15]=1[C:13]1[C:12]([OH:21])=[CH:8][C:7]2[C:2](=[N:3][CH:4]=[CH:5][CH:6]=2)[N:1]=1. (5) Given the reactants [OH:1]O.[N+:3]([C:6]1[CH:14]=[CH:13][C:9]2[S:10][CH:11]=[CH:12][C:8]=2[CH:7]=1)([O-:5])=[O:4], predict the reaction product. The product is: [N+:3]([C:6]1[CH:14]=[CH:13][C:9]2[S:10](=[O:1])[CH:11]=[CH:12][C:8]=2[CH:7]=1)([O-:5])=[O:4].